Dataset: Forward reaction prediction with 1.9M reactions from USPTO patents (1976-2016). Task: Predict the product of the given reaction. (1) Given the reactants COC1C=C(CC(O)=O)C=CC=1NC(NC1C=CC=CC=1Br)=O.[N+](C1C=CC=CC=1CN[C@@H](C)CO[C:34]1[CH:49]=[CH:48][C:37]([C:38]([O:40]CC2C=CC=CC=2)=[O:39])=[CH:36][CH:35]=1)([O-])=O.C(Cl)CCl.C1C=CC2N(O)N=NC=2C=1, predict the reaction product. The product is: [C:38]([OH:40])(=[O:39])[C:37]1[CH:48]=[CH:49][CH:34]=[CH:35][CH:36]=1. (2) Given the reactants Br[C:2]1[N:6]2[C:7]3[C:12]([N:13]=[C:14]([CH3:15])[C:5]2=[C:4]([CH3:19])[N:3]=1)=[C:11]([F:16])[CH:10]=[C:9]([O:17][CH3:18])[CH:8]=3.[CH3:20][C:21]1[CH:26]=[CH:25][CH:24]=[CH:23][C:22]=1B(O)O.C([O-])([O-])=O.[K+].[K+], predict the reaction product. The product is: [F:16][C:11]1[CH:10]=[C:9]([O:17][CH3:18])[CH:8]=[C:7]2[C:12]=1[N:13]=[C:14]([CH3:15])[C:5]1[N:6]2[C:2]([C:22]2[CH:23]=[CH:24][CH:25]=[CH:26][C:21]=2[CH3:20])=[N:3][C:4]=1[CH3:19]. (3) Given the reactants [CH2:1]([N:8]1[C:16]2[C:15](=[O:17])[NH:14][CH:13]=[N:12][C:11]=2[C:10]([C:18]([O:20]CC)=[O:19])=[CH:9]1)[C:2]1[CH:7]=[CH:6][CH:5]=[CH:4][CH:3]=1.O.[OH-].[Li+], predict the reaction product. The product is: [CH2:1]([N:8]1[C:16]2[C:15](=[O:17])[NH:14][CH:13]=[N:12][C:11]=2[C:10]([C:18]([OH:20])=[O:19])=[CH:9]1)[C:2]1[CH:7]=[CH:6][CH:5]=[CH:4][CH:3]=1. (4) Given the reactants [C:1]([CH:3]1[CH2:6][N:5]([C:7](=[O:31])[C@H:8]([NH:10][C:11]([C:13]2[C:21]3[C:16](=[N:17][CH:18]=[C:19](Br)[N:20]=3)[N:15]([CH2:23][O:24][CH2:25][CH2:26][Si:27]([CH3:30])([CH3:29])[CH3:28])[CH:14]=2)=[O:12])[CH3:9])[CH2:4]1)#[N:2].[CH3:32][O:33][C:34]1[CH:35]=[C:36](B(O)O)[CH:37]=[C:38]([O:42][CH3:43])[C:39]=1[O:40][CH3:41].C([O-])([O-])=O.[K+].[K+], predict the reaction product. The product is: [C:1]([CH:3]1[CH2:6][N:5]([C:7](=[O:31])[C@H:8]([NH:10][C:11]([C:13]2[C:21]3[C:16](=[N:17][CH:18]=[C:19]([C:36]4[CH:37]=[C:38]([O:42][CH3:43])[C:39]([O:40][CH3:41])=[C:34]([O:33][CH3:32])[CH:35]=4)[N:20]=3)[N:15]([CH2:23][O:24][CH2:25][CH2:26][Si:27]([CH3:30])([CH3:29])[CH3:28])[CH:14]=2)=[O:12])[CH3:9])[CH2:4]1)#[N:2]. (5) Given the reactants Br[CH2:2][CH2:3][O:4][C:5]([NH:7][CH2:8][CH2:9][C:10]1[CH:15]=[CH:14][CH:13]=[CH:12][C:11]=1[C:16]1[CH:21]=[CH:20][C:19]([C@@H:22]2[C@@:27]([OH:42])([C:28]3[CH:33]=[CH:32][C:31]([CH2:34][O:35][CH2:36][C@@H:37]([CH3:41])[CH2:38][O:39][CH3:40])=[CH:30][CH:29]=3)[CH2:26][CH2:25][N:24]([C:43]([O:45][C:46]([CH3:49])([CH3:48])[CH3:47])=[O:44])[CH2:23]2)=[C:18]([CH3:50])[CH:17]=1)=[O:6].[H-].[Na+], predict the reaction product. The product is: [OH:42][C@:27]1([C:28]2[CH:29]=[CH:30][C:31]([CH2:34][O:35][CH2:36][C@@H:37]([CH3:41])[CH2:38][O:39][CH3:40])=[CH:32][CH:33]=2)[CH2:26][CH2:25][N:24]([C:43]([O:45][C:46]([CH3:49])([CH3:47])[CH3:48])=[O:44])[CH2:23][C@@H:22]1[C:19]1[CH:20]=[CH:21][C:16]([C:11]2[CH:12]=[CH:13][CH:14]=[CH:15][C:10]=2[CH2:9][CH2:8][N:7]2[CH2:2][CH2:3][O:4][C:5]2=[O:6])=[CH:17][C:18]=1[CH3:50].